Task: Predict which catalyst facilitates the given reaction.. Dataset: Catalyst prediction with 721,799 reactions and 888 catalyst types from USPTO (1) The catalyst class is: 839. Reactant: [Cl:1][C:2]1[CH:7]=[CH:6][CH:5]=[C:4]([Cl:8])[C:3]=1[N:9]1[C:18]2[C:13](=[C:14]([C:26]3[CH:31]=[CH:30][CH:29]=[CH:28][C:27]=3Cl)[CH:15]=[C:16]([CH:19]3[CH2:24][CH2:23][C:22](=O)[CH2:21][CH2:20]3)[CH:17]=2)[CH2:12][NH:11][C:10]1=[O:33].[ClH:34].[CH3:35][NH:36][CH3:37].C(N(CC)CC)C.[BH-](OC(C)=O)(OC(C)=O)OC(C)=O.[Na+]. Product: [Cl:1][C:2]1[CH:7]=[CH:6][CH:5]=[C:4]([Cl:8])[C:3]=1[N:9]1[C:18]2[C:17](=[C:16]([C:19]3[CH:20]=[CH:21][CH:22]=[CH:23][C:24]=3[Cl:34])[CH:15]=[C:14]([CH:26]3[CH2:27][CH2:28][CH:29]([N:36]([CH3:37])[CH3:35])[CH2:30][CH2:31]3)[CH:13]=2)[CH2:12][NH:11][C:10]1=[O:33]. (2) The catalyst class is: 1. Product: [CH2:48]([NH:39][C:17](=[S:27])[CH2:16][CH:15]([CH2:28][CH3:29])[CH2:14][CH2:13][C:10]1[CH:11]=[CH:12][C:7]([OH:6])=[C:8]([O:30][CH3:31])[CH:9]=1)[CH2:49][C:50]1[CH:51]=[CH:9][CH:8]=[CH:7][CH:12]=1. Reactant: C([Si](C)(C)[O:6][C:7]1[CH:12]=[CH:11][C:10]([CH2:13][CH2:14][CH:15]([CH2:28][CH3:29])[CH2:16][C:17](=[S:27])CCCC2C=CC=CC=2)=[CH:9][C:8]=1[O:30][CH3:31])(C)(C)C.[F-].C([N+:39]([CH2:48][CH2:49][CH2:50][CH3:51])(CCCC)CCCC)CCC.